The task is: Predict the product of the given reaction.. This data is from Forward reaction prediction with 1.9M reactions from USPTO patents (1976-2016). (1) Given the reactants O.[NH2:2][CH:3]1[C:9](=[O:10])[N:8]([CH2:11][C:12]2[CH:17]=[CH:16][C:15]([O:18][CH3:19])=[CH:14][CH:13]=2)[C:7]2[CH:20]=[CH:21][CH:22]=[CH:23][C:6]=2[C:5]2[CH:24]=[CH:25][CH:26]=[CH:27][C:4]1=2.C([O-])([O-])=O.[K+].[K+].Cl[C:35]([O:37][CH:38]1[CH:43]([CH:44]([CH3:46])[CH3:45])[CH2:42][CH2:41][C@@H:40]([CH3:47])[CH2:39]1)=[O:36], predict the reaction product. The product is: [CH:44]([C@@H:43]1[CH2:42][CH2:41][C@@H:40]([CH3:47])[CH2:39][C@H:38]1[O:37][C:35](=[O:36])[NH:2][C@@H:3]1[C:9](=[O:10])[N:8]([CH2:11][C:12]2[CH:13]=[CH:14][C:15]([O:18][CH3:19])=[CH:16][CH:17]=2)[C:7]2[CH:20]=[CH:21][CH:22]=[CH:23][C:6]=2[C:5]2[CH:24]=[CH:25][CH:26]=[CH:27][C:4]1=2)([CH3:45])[CH3:46]. (2) Given the reactants [NH:1]1[CH2:4][CH:3]([O:5][C:6]2[C:11]([CH:12]3[CH2:17][CH2:16][O:15][CH2:14][CH2:13]3)=[CH:10][CH:9]=[CH:8][N:7]=2)[CH2:2]1.Cl[C:19]1[CH:28]=[CH:27][C:26]2[C:21](=[CH:22][CH:23]=[CH:24][CH:25]=2)[N:20]=1.C1(P(C2C=CC=CC=2)C2C=CC3C(=CC=CC=3)C=2C2C3C(=CC=CC=3)C=CC=2P(C2C=CC=CC=2)C2C=CC=CC=2)C=CC=CC=1.CC(C)([O-])C.[Na+], predict the reaction product. The product is: [O:15]1[CH2:16][CH2:17][CH:12]([C:11]2[C:6]([O:5][CH:3]3[CH2:2][N:1]([C:19]4[CH:28]=[CH:27][C:26]5[C:21](=[CH:22][CH:23]=[CH:24][CH:25]=5)[N:20]=4)[CH2:4]3)=[N:7][CH:8]=[CH:9][CH:10]=2)[CH2:13][CH2:14]1.